From a dataset of NCI-60 drug combinations with 297,098 pairs across 59 cell lines. Regression. Given two drug SMILES strings and cell line genomic features, predict the synergy score measuring deviation from expected non-interaction effect. (1) Drug 1: CCN(CC)CCNC(=O)C1=C(NC(=C1C)C=C2C3=C(C=CC(=C3)F)NC2=O)C. Drug 2: C1CC(=O)NC(=O)C1N2C(=O)C3=CC=CC=C3C2=O. Cell line: HS 578T. Synergy scores: CSS=2.39, Synergy_ZIP=1.76, Synergy_Bliss=3.94, Synergy_Loewe=0.858, Synergy_HSA=1.20. (2) Synergy scores: CSS=64.4, Synergy_ZIP=-5.06, Synergy_Bliss=-3.21, Synergy_Loewe=-1.81, Synergy_HSA=2.89. Cell line: ACHN. Drug 2: COCCOC1=C(C=C2C(=C1)C(=NC=N2)NC3=CC=CC(=C3)C#C)OCCOC.Cl. Drug 1: COC1=CC(=CC(=C1O)OC)C2C3C(COC3=O)C(C4=CC5=C(C=C24)OCO5)OC6C(C(C7C(O6)COC(O7)C8=CC=CS8)O)O.